This data is from Peptide-MHC class I binding affinity with 185,985 pairs from IEDB/IMGT. The task is: Regression. Given a peptide amino acid sequence and an MHC pseudo amino acid sequence, predict their binding affinity value. This is MHC class I binding data. The peptide sequence is CLSGDGWPYI. The MHC is HLA-A02:01 with pseudo-sequence HLA-A02:01. The binding affinity (normalized) is 0.347.